This data is from NCI-60 drug combinations with 297,098 pairs across 59 cell lines. The task is: Regression. Given two drug SMILES strings and cell line genomic features, predict the synergy score measuring deviation from expected non-interaction effect. (1) Drug 1: C1CCN(CC1)CCOC2=CC=C(C=C2)C(=O)C3=C(SC4=C3C=CC(=C4)O)C5=CC=C(C=C5)O. Drug 2: C1C(C(OC1N2C=NC(=NC2=O)N)CO)O. Synergy scores: CSS=-1.12, Synergy_ZIP=-0.481, Synergy_Bliss=-3.57, Synergy_Loewe=-6.15, Synergy_HSA=-5.92. Cell line: U251. (2) Drug 1: C1CCN(CC1)CCOC2=CC=C(C=C2)C(=O)C3=C(SC4=C3C=CC(=C4)O)C5=CC=C(C=C5)O. Drug 2: CC1CCC2CC(C(=CC=CC=CC(CC(C(=O)C(C(C(=CC(C(=O)CC(OC(=O)C3CCCCN3C(=O)C(=O)C1(O2)O)C(C)CC4CCC(C(C4)OC)OCCO)C)C)O)OC)C)C)C)OC. Cell line: K-562. Synergy scores: CSS=31.1, Synergy_ZIP=-0.406, Synergy_Bliss=0.182, Synergy_Loewe=-4.64, Synergy_HSA=1.94. (3) Drug 1: CCCS(=O)(=O)NC1=C(C(=C(C=C1)F)C(=O)C2=CNC3=C2C=C(C=N3)C4=CC=C(C=C4)Cl)F. Drug 2: COC1=C2C(=CC3=C1OC=C3)C=CC(=O)O2. Cell line: OVCAR-5. Synergy scores: CSS=-2.36, Synergy_ZIP=4.26, Synergy_Bliss=1.34, Synergy_Loewe=-4.70, Synergy_HSA=-4.51. (4) Drug 1: C1=CC=C(C=C1)NC(=O)CCCCCCC(=O)NO. Drug 2: CCN(CC)CCNC(=O)C1=C(NC(=C1C)C=C2C3=C(C=CC(=C3)F)NC2=O)C. Cell line: OVCAR-8. Synergy scores: CSS=11.3, Synergy_ZIP=-6.20, Synergy_Bliss=-5.76, Synergy_Loewe=-19.5, Synergy_HSA=-5.29.